Dataset: Reaction yield outcomes from USPTO patents with 853,638 reactions. Task: Predict the reaction yield, written as a fraction of the theoretical maximum amount of product (1.0 means a 100% yield; for example, 0.34 means a 34% yield). (1) The reactants are [CH2:1]([O:9][C:10](=[O:20])[CH:11]=[CH:12][C:13]1[CH:18]=[CH:17][CH:16]=[CH:15][C:14]=1[OH:19])[CH2:2][C:3]1[CH:8]=[CH:7][CH:6]=[CH:5][CH:4]=1.[CH3:21][CH:22]([CH2:29][CH2:30][C:31]1[CH:36]=[CH:35][CH:34]=[CH:33][CH:32]=1)[CH2:23][CH2:24][O:25][C:26](Cl)=[O:27].N1C=CC=CC=1. No catalyst specified. The product is [CH2:1]([O:9][C:10](=[O:20])[CH:11]=[CH:12][C:13]1[CH:18]=[CH:17][CH:16]=[CH:15][C:14]=1[O:19][C:26]([O:25][CH2:24][CH2:23][CH:22]([CH3:21])[CH2:29][CH2:30][C:31]1[CH:32]=[CH:33][CH:34]=[CH:35][CH:36]=1)=[O:27])[CH2:2][C:3]1[CH:4]=[CH:5][CH:6]=[CH:7][CH:8]=1. The yield is 0.580. (2) The reactants are [C:1]1([NH:7][CH2:8][CH2:9][CH2:10][OH:11])[CH:6]=[CH:5][CH:4]=[CH:3][CH:2]=1.Br[CH2:13][CH2:14][CH2:15][C:16]([O:18][CH2:19][CH3:20])=[O:17]. The catalyst is C(N(C(C)C)C(C)C)C. The product is [OH:11][CH2:10][CH2:9][CH2:8][N:7]([C:1]1[CH:6]=[CH:5][CH:4]=[CH:3][CH:2]=1)[CH2:13][CH2:14][CH2:15][C:16]([O:18][CH2:19][CH3:20])=[O:17]. The yield is 1.00. (3) The reactants are [Br:1][C:2]1[CH:3]=[C:4]([NH:10][C:11]2[N:16]=[CH:15][C:14]([N:17]3[CH2:22][CH2:21][N:20]([C:23]([O:25][C:26]([CH3:29])([CH3:28])[CH3:27])=[O:24])[CH2:19][CH2:18]3)=[CH:13][CH:12]=2)[C:5](=[O:9])[N:6]([CH3:8])[CH:7]=1.[C:30](OC(N1CCN(C2C=NC(N)=CC=2)[C@@H](C)C1)=O)(C)(C)C.BrC1C(=O)N(C)C=C(Br)C=1. No catalyst specified. The product is [C:26]([O:25][C:23]([N:20]1[CH2:21][CH2:22][N:17]([C:14]2[CH:15]=[N:16][C:11]([NH:10][C:4]3[C:5](=[O:9])[N:6]([CH3:8])[CH:7]=[C:2]([Br:1])[CH:3]=3)=[CH:12][CH:13]=2)[C@@H:18]([CH3:30])[CH2:19]1)=[O:24])([CH3:29])([CH3:28])[CH3:27]. The yield is 0.830. (4) The reactants are Cl[C:2]1[CH:7]=[C:6](Cl)[CH:5]=[CH:4][C:3]=1[N+:9]([O-:11])=[O:10].[CH3:12][NH2:13].[NH2:14][C:15]1[C:20]([CH3:21])=[CH:19][C:18]([OH:22])=[CH:17][C:16]=1[CH3:23].CC(C)([O-])C.[K+]. The catalyst is CN(C)C(=O)C.O. The product is [NH2:14][C:15]1[C:20]([CH3:21])=[CH:19][C:18]([O:22][C:6]2[CH:5]=[CH:4][C:3]([N+:9]([O-:11])=[O:10])=[C:2]([NH:13][CH3:12])[CH:7]=2)=[CH:17][C:16]=1[CH3:23]. The yield is 0.670. (5) The reactants are [NH2:1][C:2]1[CH:7]=[CH:6][CH:5]=[C:4]([CH:8]([OH:10])[CH3:9])[C:3]=1[OH:11].[CH2:12]([O:14][C:15]1[C:16](=O)[C:17](=[O:22])[C:18]=1[O:19]CC)[CH3:13]. The catalyst is C(O)C. The product is [CH2:12]([O:14][C:15]1[C:18](=[O:19])[C:17](=[O:22])[C:16]=1[NH:1][C:2]1[CH:7]=[CH:6][CH:5]=[C:4]([CH:8]([OH:10])[CH3:9])[C:3]=1[OH:11])[CH3:13]. The yield is 0.380. (6) The reactants are C([O-])([O-])=O.[Na+].[Na+].Br[C:8]1[CH:9]=[CH:10][C:11]([OH:16])=[C:12]([CH:15]=1)[CH:13]=[O:14].[C:17]([C:19]1[CH:24]=[CH:23][C:22](B(O)O)=[CH:21][CH:20]=1)#[N:18].CCO. The catalyst is C1(C)C=CC=CC=1.CO.[Pd].C1(P(C2C=CC=CC=2)C2C=CC=CC=2)C=CC=CC=1.C1(P(C2C=CC=CC=2)C2C=CC=CC=2)C=CC=CC=1.C1(P(C2C=CC=CC=2)C2C=CC=CC=2)C=CC=CC=1.C1(P(C2C=CC=CC=2)C2C=CC=CC=2)C=CC=CC=1. The product is [CH:13]([C:12]1[CH:15]=[C:8]([C:22]2[CH:23]=[CH:24][C:19]([C:17]#[N:18])=[CH:20][CH:21]=2)[CH:9]=[CH:10][C:11]=1[OH:16])=[O:14]. The yield is 0.620. (7) The reactants are [CH2:1]([O:8][C:9]1[CH:10]=[C:11]([CH:15]=[CH:16][C:17]=1[O:18][CH3:19])[C:12](O)=[O:13])[C:2]1[CH:7]=[CH:6][CH:5]=[CH:4][CH:3]=1.S(Cl)([Cl:22])=O. No catalyst specified. The product is [CH2:1]([O:8][C:9]1[CH:10]=[C:11]([CH:15]=[CH:16][C:17]=1[O:18][CH3:19])[C:12]([Cl:22])=[O:13])[C:2]1[CH:7]=[CH:6][CH:5]=[CH:4][CH:3]=1. The yield is 0.980. (8) The reactants are [F:1][C:2]1[CH:7]=[C:6]([F:8])[CH:5]=[CH:4][C:3]=1[C:9]1[CH:18]=[CH:17][C:16]2[C:11](=[CH:12][CH:13]=[C:14]([OH:19])[CH:15]=2)[C:10]=1[C:20]([C:22]1[CH:27]=[CH:26][C:25]([O:28][CH2:29][CH2:30][N:31]2[CH2:36][CH2:35][CH2:34][CH2:33][CH2:32]2)=[CH:24][CH:23]=1)=[O:21].[CH3:37][S:38](Cl)(=[O:40])=[O:39].C(N(CC)CC)C.S(Cl)(Cl)(=O)=O. The catalyst is C(#N)C. The product is [F:1][C:2]1[CH:7]=[C:6]([F:8])[CH:5]=[CH:4][C:3]=1[C:9]1[C:10]([C:20](=[O:21])[C:22]2[CH:27]=[CH:26][C:25]([O:28][CH2:29][CH2:30][N:31]3[CH2:36][CH2:35][CH2:34][CH2:33][CH2:32]3)=[CH:24][CH:23]=2)=[C:11]2[C:16](=[CH:17][CH:18]=1)[CH:15]=[C:14]([O:19][S:38]([CH3:37])(=[O:40])=[O:39])[CH:13]=[CH:12]2. The yield is 0.690.